Dataset: Peptide-MHC class I binding affinity with 185,985 pairs from IEDB/IMGT. Task: Regression. Given a peptide amino acid sequence and an MHC pseudo amino acid sequence, predict their binding affinity value. This is MHC class I binding data. (1) The peptide sequence is NSGEETIGEAF. The MHC is Mamu-A01 with pseudo-sequence Mamu-A01. The binding affinity (normalized) is 0. (2) The peptide sequence is NPVDGSIWY. The MHC is HLA-B15:01 with pseudo-sequence HLA-B15:01. The binding affinity (normalized) is 0.0847. (3) The peptide sequence is YRYTYRCHR. The MHC is HLA-B07:02 with pseudo-sequence HLA-B07:02. The binding affinity (normalized) is 0.0847.